From a dataset of Forward reaction prediction with 1.9M reactions from USPTO patents (1976-2016). Predict the product of the given reaction. (1) Given the reactants [S:1](Cl)([CH3:4])(=[O:3])=[O:2].[C:6]([O:10][C:11](=[O:27])[NH:12][CH2:13][CH2:14][C@@H:15]([C:18]1[CH:23]=[CH:22][C:21]([Br:24])=[CH:20][C:19]=1[O:25][CH3:26])[CH2:16][OH:17])([CH3:9])([CH3:8])[CH3:7].C([O-])(O)=O.[Na+], predict the reaction product. The product is: [Br:24][C:21]1[CH:22]=[CH:23][C:18]([C@H:15]([CH2:14][CH2:13][NH:12][C:11]([O:10][C:6]([CH3:9])([CH3:8])[CH3:7])=[O:27])[CH2:16][O:17][S:1]([CH3:4])(=[O:3])=[O:2])=[C:19]([O:25][CH3:26])[CH:20]=1. (2) Given the reactants C([O:4][CH2:5][CH2:6][O:7][C:8]1[CH:9]=[C:10]2[C:15](=[CH:16][CH:17]=1)[N:14]=[C:13]([CH2:18][CH:19]([CH3:21])[CH3:20])[C:12]([C:22]#[N:23])=[C:11]2[C:24]1[CH:29]=[CH:28][C:27]([CH3:30])=[CH:26][CH:25]=1)(=O)C.CO.[OH-].[Na+].O, predict the reaction product. The product is: [OH:4][CH2:5][CH2:6][O:7][C:8]1[CH:9]=[C:10]2[C:15](=[CH:16][CH:17]=1)[N:14]=[C:13]([CH2:18][CH:19]([CH3:21])[CH3:20])[C:12]([C:22]#[N:23])=[C:11]2[C:24]1[CH:29]=[CH:28][C:27]([CH3:30])=[CH:26][CH:25]=1. (3) Given the reactants [CH:1]1([CH2:5][O:6][C:7]2[C:8]3[N:9]([C:13]([C:17]([OH:19])=O)=[C:14]([CH3:16])[N:15]=3)[CH:10]=[CH:11][N:12]=2)[CH2:4][CH2:3][CH2:2]1.F[B-](F)(F)F.N1(O[C+](N(C)C)N(C)C)C2C=CC=CC=2N=N1.[F:42][C:43]1[CH:44]=[C:45]([CH2:50][NH2:51])[CH:46]=[CH:47][C:48]=1[F:49].CN1CCOCC1.C(O)(=O)CC(CC(O)=O)(C(O)=O)O, predict the reaction product. The product is: [CH:1]1([CH2:5][O:6][C:7]2[C:8]3[N:9]([C:13]([C:17]([NH:51][CH2:50][C:45]4[CH:46]=[CH:47][C:48]([F:49])=[C:43]([F:42])[CH:44]=4)=[O:19])=[C:14]([CH3:16])[N:15]=3)[CH:10]=[CH:11][N:12]=2)[CH2:2][CH2:3][CH2:4]1. (4) Given the reactants [CH3:1][O:2][C:3]1[CH:8]=[CH:7][C:6]([NH:9][N:10]=[CH:11][C:12]2[C:17](Br)=[CH:16][C:15]([CH3:19])=[CH:14][C:13]=2[Br:20])=[CH:5][CH:4]=1.P([O-])([O-])([O-])=O.[K+].[K+].[K+].C1C=CC(P(C2C(C3C(P(C4C=CC=CC=4)C4C=CC=CC=4)=CC=C4C=3C=CC=C4)=C3C(C=CC=C3)=CC=2)C2C=CC=CC=2)=CC=1, predict the reaction product. The product is: [Br:20][C:13]1[CH:14]=[C:15]([CH3:19])[CH:16]=[C:17]2[C:12]=1[CH:11]=[N:10][N:9]2[C:6]1[CH:7]=[CH:8][C:3]([O:2][CH3:1])=[CH:4][CH:5]=1. (5) The product is: [CH3:16][C:14]1[N:15]=[C:11]([NH:10][CH2:9][CH2:8][NH2:7])[S:12][C:13]=1[CH3:17]. Given the reactants C(OC(=O)[NH:7][CH2:8][CH2:9][NH:10][C:11]1[S:12][C:13]([CH3:17])=[C:14]([CH3:16])[N:15]=1)(C)(C)C.C(O)(C(F)(F)F)=O, predict the reaction product. (6) Given the reactants Br[C:2]1[CH:3]=[N:4][C:5]2[C:10]([CH:11]=1)=[CH:9][C:8]([CH2:12][C:13]1[N:17]3[N:18]=[CH:19][CH:20]=[N:21][C:16]3=[N:15][N:14]=1)=[CH:7][CH:6]=2.[CH3:22][N:23]1[CH:27]=[C:26](B2OC(C)(C)C(C)(C)O2)[CH:25]=[N:24]1.C(=O)([O-])[O-].[K+].[K+].O1CCOCC1, predict the reaction product. The product is: [CH3:22][N:23]1[CH:27]=[C:26]([C:2]2[CH:3]=[N:4][C:5]3[C:10]([CH:11]=2)=[CH:9][C:8]([CH2:12][C:13]2[N:17]4[N:18]=[CH:19][CH:20]=[N:21][C:16]4=[N:15][N:14]=2)=[CH:7][CH:6]=3)[CH:25]=[N:24]1.